Dataset: Reaction yield outcomes from USPTO patents with 853,638 reactions. Task: Predict the reaction yield, written as a fraction of the theoretical maximum amount of product (1.0 means a 100% yield; for example, 0.34 means a 34% yield). (1) The reactants are [C:1]([O:9][CH2:10][C:11]1([C:17]([O:19][CH2:20][CH3:21])=[O:18])[CH2:16][CH2:15][CH:14]=[CH:13][O:12]1)(=[O:8])[C:2]1[CH:7]=[CH:6][CH:5]=[CH:4][CH:3]=1.B.C1C[O:26]CC1.C([O-])(=O)C.[Na+].OO. The catalyst is C1COCC1.O.CCOCC. The product is [C:1]([O:9][CH2:10][C:11]1([C:17]([O:19][CH2:20][CH3:21])=[O:18])[CH2:16][CH2:15][CH:14]([OH:26])[CH2:13][O:12]1)(=[O:8])[C:2]1[CH:3]=[CH:4][CH:5]=[CH:6][CH:7]=1. The yield is 0.800. (2) The reactants are Cl[C:2]([O:4][CH2:5][Cl:6])=[O:3].Cl.[CH2:8]([O:15][C:16](=[O:22])[C@@H:17]1[CH2:21][CH2:20][CH2:19][NH:18]1)[C:9]1[CH:14]=[CH:13][CH:12]=[CH:11][CH:10]=1.CCN(CC)CC. The catalyst is C(Cl)Cl. The product is [N:18]1([C:2]([O:4][CH2:5][Cl:6])=[O:3])[CH2:19][CH2:20][CH2:21][C@H:17]1[C:16]([O:15][CH2:8][C:9]1[CH:14]=[CH:13][CH:12]=[CH:11][CH:10]=1)=[O:22]. The yield is 0.930. (3) The reactants are [NH:1]1[C:9]2[C:4](=[CH:5][CH:6]=[CH:7][CH:8]=2)[C:3]2([C:13]3=[CH:14][C:15]4[O:19][CH2:18][O:17][C:16]=4[CH:20]=[C:12]3[O:11][CH2:10]2)[C:2]1=[O:21].[CH3:22][C:23]1[O:24][C:25]([C:30]([F:33])([F:32])[F:31])=[C:26]([CH2:28]O)[N:27]=1.C(P(CCCC)CCCC)CCC.CN(C)C(N=NC(N(C)C)=O)=O. The catalyst is O1CCCC1. The product is [CH3:22][C:23]1[O:24][C:25]([C:30]([F:33])([F:32])[F:31])=[C:26]([CH2:28][N:1]2[C:9]3[C:4](=[CH:5][CH:6]=[CH:7][CH:8]=3)[C:3]3([C:13]4=[CH:14][C:15]5[O:19][CH2:18][O:17][C:16]=5[CH:20]=[C:12]4[O:11][CH2:10]3)[C:2]2=[O:21])[N:27]=1. The yield is 0.680. (4) The reactants are [NH2:1][C:2]1[CH:3]=[C:4]([N:8]([CH2:16][C:17]2[CH:22]=[CH:21][CH:20]=[C:19]([O:23][C:24]([F:29])([F:28])[CH:25]([F:27])[F:26])[CH:18]=2)[CH2:9][CH:10]([OH:15])[C:11]([F:14])([F:13])[F:12])[CH:5]=[CH:6][CH:7]=1.C(N(CC)CC)C.[F:37][C:38]1[CH:43]=[CH:42][C:41]([S:44](Cl)(=[O:46])=[O:45])=[CH:40][CH:39]=1. The catalyst is ClCCl. The product is [F:37][C:38]1[CH:43]=[CH:42][C:41]([S:44]([NH:1][C:2]2[CH:7]=[CH:6][CH:5]=[C:4]([N:8]([CH2:16][C:17]3[CH:22]=[CH:21][CH:20]=[C:19]([O:23][C:24]([F:28])([F:29])[CH:25]([F:26])[F:27])[CH:18]=3)[CH2:9][CH:10]([OH:15])[C:11]([F:14])([F:13])[F:12])[CH:3]=2)(=[O:46])=[O:45])=[CH:40][CH:39]=1. The yield is 0.290. (5) The reactants are [C:1]([O:5][C:6]([N:8]1[CH2:13][CH2:12][CH2:11][CH2:10][CH:9]1[C:14]([OH:16])=O)=[O:7])([CH3:4])([CH3:3])[CH3:2].C1(N=C=NC2CCCCC2)CCCCC1.[N:32]1[CH:37]=[CH:36][CH:35]=[CH:34][C:33]=1[SH:38]. The catalyst is C(Cl)Cl.CN(C)C1C=CN=CC=1. The product is [C:1]([O:5][C:6]([N:8]1[CH2:13][CH2:12][CH2:11][CH2:10][CH:9]1[C:14]([S:38][C:33]1[CH:34]=[CH:35][CH:36]=[CH:37][N:32]=1)=[O:16])=[O:7])([CH3:2])([CH3:3])[CH3:4]. The yield is 0.615. (6) The reactants are [CH3:1][O:2][C:3](=[O:15])[C:4]1[CH:9]=[CH:8][C:7]([CH2:10][O:11][CH2:12][CH2:13][OH:14])=[CH:6][CH:5]=1.N1C=CN=C1.[CH3:21][C:22]([Si:25](Cl)([CH3:27])[CH3:26])([CH3:24])[CH3:23]. The catalyst is CN(C=O)C. The product is [CH3:1][O:2][C:3](=[O:15])[C:4]1[CH:5]=[CH:6][C:7]([CH2:10][O:11][CH2:12][CH2:13][O:14][Si:25]([C:22]([CH3:24])([CH3:23])[CH3:21])([CH3:27])[CH3:26])=[CH:8][CH:9]=1. The yield is 0.840.